Dataset: Reaction yield outcomes from USPTO patents with 853,638 reactions. Task: Predict the reaction yield, written as a fraction of the theoretical maximum amount of product (1.0 means a 100% yield; for example, 0.34 means a 34% yield). (1) The reactants are [F:1][C:2]1[CH:3]=[C:4]([C:24]([F:27])([F:26])[F:25])[N:5]2[CH2:22][CH2:21][N:20]([CH3:23])[C:7]3([CH2:12][CH2:11][N:10](C(OC(C)(C)C)=O)[CH2:9][CH2:8]3)[C:6]=12.[ClH:28]. The catalyst is C(Cl)Cl.O1CCOCC1. The product is [ClH:28].[ClH:28].[F:1][C:2]1[CH:3]=[C:4]([C:24]([F:26])([F:25])[F:27])[N:5]2[CH2:22][CH2:21][N:20]([CH3:23])[C:7]3([CH2:8][CH2:9][NH:10][CH2:11][CH2:12]3)[C:6]=12. The yield is 0.990. (2) The reactants are [CH:1]([C:3]1[CH:10]=[CH:9][C:6]([CH2:7][Cl:8])=[CH:5][CH:4]=1)=[CH2:2].[CH2:11]([P:14]([CH2:18][CH2:19][CH3:20])[CH2:15][CH2:16][CH3:17])[CH2:12][CH3:13]. The catalyst is CC#N. The product is [Cl-:8].[CH2:11]([P+:14]([CH2:18][CH2:19][CH3:20])([CH2:15][CH2:16][CH3:17])[CH2:7][C:6]1[CH:9]=[CH:10][C:3]([CH:1]=[CH2:2])=[CH:4][CH:5]=1)[CH2:12][CH3:13]. The yield is 0.990. (3) The reactants are Br[C:2]1[C:7]([F:8])=[CH:6][C:5]([NH:9][C:10](=[O:12])[CH3:11])=[CH:4][C:3]=1[Cl:13].[CH3:14][S:15]([C:18]1[CH:23]=[CH:22][C:21](B(O)O)=[CH:20][CH:19]=1)(=[O:17])=[O:16].C(=O)([O-])[O-].[Na+].[Na+].O. The catalyst is C(COC)OC.C1C=CC(P(C2C=CC=CC=2)C2C=CC=CC=2)=CC=1.C1C=CC(P(C2C=CC=CC=2)C2C=CC=CC=2)=CC=1.Cl[Pd]Cl. The product is [Cl:13][C:3]1[CH:4]=[C:5]([NH:9][C:10](=[O:12])[CH3:11])[CH:6]=[C:7]([F:8])[C:2]=1[C:21]1[CH:22]=[CH:23][C:18]([S:15]([CH3:14])(=[O:17])=[O:16])=[CH:19][CH:20]=1. The yield is 0.820. (4) The catalyst is C1COCC1. The product is [C:28]([NH:1][C:2]1[CH:3]=[C:4]([CH:8]2[CH2:9][CH2:10][N:11]([C:14]([O:16][C:17]([CH3:20])([CH3:19])[CH3:18])=[O:15])[CH2:12][CH2:13]2)[CH:5]=[CH:6][CH:7]=1)(=[O:30])[CH3:29]. The reactants are [NH2:1][C:2]1[CH:3]=[C:4]([CH:8]2[CH2:13][CH2:12][N:11]([C:14]([O:16][C:17]([CH3:20])([CH3:19])[CH3:18])=[O:15])[CH2:10][CH2:9]2)[CH:5]=[CH:6][CH:7]=1.C(N(CC)CC)C.[C:28](Cl)(=[O:30])[CH3:29]. The yield is 0.990. (5) The reactants are I[C:2]1[N:3]=[C:4]([NH2:20])[C:5]2[N:6]=[CH:7][N:8]([C:18]=2[N:19]=1)[C@@H:9]1[O:17][C@H:14]([CH2:15][OH:16])[C@@H:12]([OH:13])[C@H:10]1[OH:11].C(NC(C)C)(C)C.[C:28]([CH2:30][CH2:31][CH2:32][CH2:33][C:34]#[CH:35])#[N:29]. The catalyst is CN(C)C=O.Cl[Pd](Cl)([P](C1C=CC=CC=1)(C1C=CC=CC=1)C1C=CC=CC=1)[P](C1C=CC=CC=1)(C1C=CC=CC=1)C1C=CC=CC=1. The product is [C:28]([CH2:30][CH2:31][CH2:32][CH2:33][C:34]#[C:35][C:2]1[N:3]=[C:4]([NH2:20])[C:5]2[N:6]=[CH:7][N:8]([C:18]=2[N:19]=1)[C@@H:9]1[O:17][C@H:14]([CH2:15][OH:16])[C@@H:12]([OH:13])[C@H:10]1[OH:11])#[N:29]. The yield is 0.550. (6) The reactants are [Cl:1][C:2]1[CH:3]=[C:4]([CH:7]=[CH:8][C:9]=1F)[C:5]#[N:6].[CH3:11][NH2:12].O. The catalyst is C1COCC1. The product is [Cl:1][C:2]1[CH:3]=[C:4]([CH:7]=[CH:8][C:9]=1[NH:12][CH3:11])[C:5]#[N:6]. The yield is 0.950. (7) The reactants are [Cl:1][C:2]1[CH:7]=[CH:6][C:5]([S:8]([CH2:10][C:11]2[CH:12]=[C:13]([CH:17]=[CH:18][CH:19]=2)[C:14](O)=[O:15])=[O:9])=[C:4]([NH:20][S:21]([C:24]2[CH:29]=[CH:28][C:27]([Cl:30])=[C:26]([C:31]([F:34])([F:33])[F:32])[CH:25]=2)(=[O:23])=[O:22])[CH:3]=1.[N:35]1([CH2:40][CH2:41][NH2:42])[CH2:39][CH2:38][CH2:37][CH2:36]1.C(Cl)CCl. The catalyst is CN(C1C=CN=CC=1)C.CN(C=O)C. The product is [Cl:1][C:2]1[CH:7]=[CH:6][C:5]([S:8]([CH2:10][C:11]2[CH:12]=[C:13]([CH:17]=[CH:18][CH:19]=2)[C:14]([NH:42][CH2:41][CH2:40][N:35]2[CH2:39][CH2:38][CH2:37][CH2:36]2)=[O:15])=[O:9])=[C:4]([NH:20][S:21]([C:24]2[CH:29]=[CH:28][C:27]([Cl:30])=[C:26]([C:31]([F:34])([F:32])[F:33])[CH:25]=2)(=[O:22])=[O:23])[CH:3]=1. The yield is 0.190. (8) The reactants are [CH3:1][C:2]1[CH:7]=[C:6]([CH3:8])[CH:5]=[C:4]([CH3:9])[C:3]=1[NH:10][C:11]1[CH:16]=[CH:15][N:14]=[C:13]([NH:17][C:18]2[CH:25]=[CH:24][C:21]([C:22]#[N:23])=[CH:20][CH:19]=2)[N:12]=1.C[OH:27]. The catalyst is O. The product is [CH3:1][C:2]1[CH:7]=[C:6]([CH3:8])[CH:5]=[C:4]([CH3:9])[C:3]=1[NH:10][C:11]1[CH:16]=[CH:15][N:14]=[C:13]([NH:17][C:18]2[CH:25]=[CH:24][C:21]([C:22]([NH2:23])=[O:27])=[CH:20][CH:19]=2)[N:12]=1. The yield is 0.560. (9) The reactants are [OH:1][C:2]1[CH:3]=[C:4]([C:10](=[O:13])[CH2:11][CH3:12])[CH:5]=[CH:6][C:7]=1[O:8][CH3:9].Br[CH2:15][CH2:16][O:17][C:18](=[O:20])[CH3:19].C([O-])([O-])=O.[K+].[K+]. The catalyst is CC(C)=O. The product is [CH3:9][O:8][C:7]1[CH:6]=[CH:5][C:4]([C:10](=[O:13])[CH2:11][CH3:12])=[CH:3][C:2]=1[O:1][CH2:19][C:18]([O:17][CH2:16][CH3:15])=[O:20]. The yield is 0.950. (10) The reactants are [C:1]([O:5][C:6](=[O:30])[C@@H:7]([NH:22][C:23]([O:25][C:26]([CH3:29])([CH3:28])[CH3:27])=[O:24])[CH2:8][CH2:9][CH2:10][NH:11][CH:12]1[C:21]2[N:20]=[CH:19][CH:18]=[CH:17][C:16]=2[CH2:15][CH2:14][CH2:13]1)([CH3:4])([CH3:3])[CH3:2].[C:31]([O:35][C:36]([N:38]1[C:42]2[CH:43]=[CH:44][CH:45]=[CH:46][C:41]=2[N:40]=[C:39]1[CH2:47]Cl)=[O:37])([CH3:34])([CH3:33])[CH3:32].C(N(CC)C(C)C)(C)C. The catalyst is CC#N. The product is [C:31]([O:35][C:36]([N:38]1[C:42]2[CH:43]=[CH:44][CH:45]=[CH:46][C:41]=2[N:40]=[C:39]1[CH2:47][N:11]([CH2:10][CH2:9][CH2:8][CH:7]([C:6]([O:5][C:1]([CH3:4])([CH3:3])[CH3:2])=[O:30])[NH:22][C:23]([O:25][C:26]([CH3:29])([CH3:28])[CH3:27])=[O:24])[CH:12]1[C:21]2[N:20]=[CH:19][CH:18]=[CH:17][C:16]=2[CH2:15][CH2:14][CH2:13]1)=[O:37])([CH3:34])([CH3:33])[CH3:32]. The yield is 0.770.